This data is from Reaction yield outcomes from USPTO patents with 853,638 reactions. The task is: Predict the reaction yield, written as a fraction of the theoretical maximum amount of product (1.0 means a 100% yield; for example, 0.34 means a 34% yield). (1) The product is [ClH:1].[CH3:39][O:38][C:36]([C:33]1[CH:32]=[C:31]([CH2:29][N:16]2[CH2:17][C@@H:18]([C:19]3[CH:20]=[CH:21][C:22]([C:23]#[N:24])=[CH:25][CH:26]=3)[C@:12]3([N:11]([CH3:27])[C:10](=[O:28])[N:9]([C:4]4[CH:5]=[C:6]([Cl:8])[CH:7]=[C:2]([Cl:1])[CH:3]=4)[C:13]3=[O:14])[CH2:15]2)[S:35][CH:34]=1)=[O:37]. The reactants are [Cl:1][C:2]1[CH:3]=[C:4]([N:9]2[C:13](=[O:14])[C@@:12]3([C@H:18]([C:19]4[CH:26]=[CH:25][C:22]([C:23]#[N:24])=[CH:21][CH:20]=4)[CH2:17][NH:16][CH2:15]3)[N:11]([CH3:27])[C:10]2=[O:28])[CH:5]=[C:6]([Cl:8])[CH:7]=1.[CH:29]([C:31]1[S:35][CH:34]=[C:33]([C:36]([O:38][CH3:39])=[O:37])[CH:32]=1)=O.C(N(CC)CC)C.C(O)(=O)C.C(O[BH-](OC(=O)C)OC(=O)C)(=O)C.[Na+]. The yield is 0.880. The catalyst is CC(OC)(C)C. (2) The reactants are [CH2:1]([O:3][C:4](=[O:21])[C:5]([C:11](=[O:20])[C:12]1[CH:17]=[CH:16][C:15]([Br:18])=[CH:14][C:13]=1[F:19])=[C:6]([S:9][CH3:10])SC)[CH3:2].C[NH:23][C:24]([C:26]1C(=O)C2C(=NC(C3C=CC(NC(=O)/C=C/C4C=NC=CC=4)=CC=3)=CC=2)N(CC)C=1N)=O.CN. The catalyst is C1COCC1. The product is [CH2:1]([O:3][C:4](=[O:21])[C:5]([C:11](=[O:20])[C:12]1[CH:17]=[CH:16][C:15]([Br:18])=[CH:14][C:13]=1[F:19])=[C:6]([NH:23][CH2:24][CH3:26])[S:9][CH3:10])[CH3:2]. The yield is 0.550. (3) The reactants are Br[CH2:2][C:3]1[CH:12]=[CH:11][C:6]([C:7]([O:9][CH3:10])=[O:8])=[CH:5][CH:4]=1.[P:13]([O:18]C)([O:16][CH3:17])[O:14][CH3:15]. No catalyst specified. The product is [CH3:15][O:14][P:13]([CH2:2][C:3]1[CH:12]=[CH:11][C:6]([C:7]([O:9][CH3:10])=[O:8])=[CH:5][CH:4]=1)([O:16][CH3:17])=[O:18]. The yield is 1.00. (4) The reactants are [CH3:1][O:2][C:3]1[CH:9]=[C:8]([C:10]2[CH:19]=[CH:18][C:17]3[C:12](=[CH:13][CH:14]=[C:15]([O:20][CH3:21])[CH:16]=3)[CH:11]=2)[CH:7]=[CH:6][C:4]=1[NH2:5].[C:22](Cl)(=[O:24])[CH3:23].CN(C1C=CC=CN=1)C.C(=O)([O-])[O-].[Na+].[Na+]. The catalyst is ClCCl. The product is [CH3:1][O:2][C:3]1[CH:9]=[C:8]([C:10]2[CH:19]=[CH:18][C:17]3[C:12](=[CH:13][CH:14]=[C:15]([O:20][CH3:21])[CH:16]=3)[CH:11]=2)[CH:7]=[CH:6][C:4]=1[NH:5][C:22](=[O:24])[CH3:23]. The yield is 0.660. (5) The reactants are [Cl:1][C:2]1[CH:11]=[C:10]([C:12]2[N:17]=[C:16]3[N:18]([CH2:21][C:22]4[CH:23]=[C:24]5[C:29](=[CH:30][C:31]=4[F:32])[N:28]=[CH:27][CH:26]=[CH:25]5)[N:19]=[N:20][C:15]3=[CH:14][CH:13]=2)[CH:9]=[CH:8][C:3]=1[C:4]([O:6]C)=[O:5].[OH-].[Li+].C1COCC1.Cl. The catalyst is CO.O. The product is [Cl:1][C:2]1[CH:11]=[C:10]([C:12]2[N:17]=[C:16]3[N:18]([CH2:21][C:22]4[CH:23]=[C:24]5[C:29](=[CH:30][C:31]=4[F:32])[N:28]=[CH:27][CH:26]=[CH:25]5)[N:19]=[N:20][C:15]3=[CH:14][CH:13]=2)[CH:9]=[CH:8][C:3]=1[C:4]([OH:6])=[O:5]. The yield is 0.840. (6) The reactants are [F:1][C:2]([F:17])([F:16])[C:3](Cl)=[N:4][NH:5][C:6]1[CH:11]=[CH:10][C:9]([N+:12]([O-:14])=[O:13])=[CH:8][CH:7]=1.NC1NN=NN=1.[CH2:24]([N:26](CC)CC)[CH3:25].C(=O)(O)[O-].[Na+]. The catalyst is C(O)C. The product is [N+:12]([C:9]1[CH:10]=[CH:11][C:6]([N:5]2[C:24]([NH2:26])=[CH:25][C:3]([C:2]([F:17])([F:16])[F:1])=[N:4]2)=[CH:7][CH:8]=1)([O-:14])=[O:13]. The yield is 0.580. (7) The reactants are [CH3:1][C:2]([C:4]1[CH:9]=[C:8]([Br:10])[CH:7]=[CH:6][C:5]=1[OH:11])=[O:3].[C:12]1([CH:18]2[CH2:23][CH2:22][C:21](=O)[CH2:20][CH2:19]2)[CH:17]=[CH:16][CH:15]=[CH:14][CH:13]=1.N1CCCC1. The catalyst is CO. The product is [Br:10][C:8]1[CH:9]=[C:4]2[C:5](=[CH:6][CH:7]=1)[O:11][C:21]1([CH2:20][CH2:19][CH:18]([C:12]3[CH:17]=[CH:16][CH:15]=[CH:14][CH:13]=3)[CH2:23][CH2:22]1)[CH2:1][C:2]2=[O:3]. The yield is 0.650. (8) The reactants are [CH2:1]([OH:6])[CH2:2][CH2:3][CH:4]=[CH2:5].[CH3:7][C:8]1([CH:11]=[CH2:12])[CH2:10][O:9]1. The catalyst is C1C=CC(/C=C/C(/C=C/C2C=CC=CC=2)=O)=CC=1.C1C=CC(/C=C/C(/C=C/C2C=CC=CC=2)=O)=CC=1.C1C=CC(/C=C/C(/C=C/C2C=CC=CC=2)=O)=CC=1.C(Cl)(Cl)Cl.[Pd].[Pd].[C@H]1(NC(=O)C2C=CC=CC=2P(C2C=CC=CC=2)C2C=CC=CC=2)CCCC[C@@H]1NC(=O)C1C=CC=CC=1P(C1C=CC=CC=1)C1C=CC=CC=1.C(B(CC)CC)C.CCCCCC. The product is [CH3:7][C@@:8]([O:6][CH2:1][CH2:2][CH2:3][CH:4]=[CH2:5])([CH:11]=[CH2:12])[CH2:10][OH:9]. The yield is 0.940. (9) The reactants are [F:1][C:2]([F:15])([F:14])[C:3]1[CH:4]=[C:5]([CH:11]=[CH:12][CH:13]=1)[CH:6]=[CH:7][C:8]([OH:10])=[O:9]. The catalyst is [Pd].CO. The product is [F:1][C:2]([F:14])([F:15])[C:3]1[CH:4]=[C:5]([CH2:6][CH2:7][C:8]([OH:10])=[O:9])[CH:11]=[CH:12][CH:13]=1. The yield is 1.00. (10) The yield is 0.550. The reactants are [C:1]([O:5][C:6]([NH:8][C@H:9]1[CH2:23][CH2:22][CH2:21][O:20][CH2:19][CH:18]=[CH:17][C@@H:16]2[CH2:24][C@@:15]2([C:25](O)=[O:26])[NH:14][C:13](=[O:28])[C@@H:12]2[CH2:29][C@@H:30]([O:32][C:33]([N:35]3[CH2:43][C:42]4[C:37](=[CH:38][CH:39]=[CH:40][C:41]=4[F:44])[CH2:36]3)=[O:34])[CH2:31][N:11]2[C:10]1=[O:45])=[O:7])([CH3:4])([CH3:3])[CH3:2].N1(C(N2C=CN=C2)=O)C=CN=C1.[CH:58]1([S:61]([NH2:64])(=[O:63])=[O:62])[CH2:60][CH2:59]1.C1CCN2C(=NCCC2)CC1.S([O-])(O)(=O)=O.[K+]. The product is [F:44][C:41]1[CH:40]=[CH:39][CH:38]=[C:37]2[C:42]=1[CH2:43][N:35]([C:33]([O:32][C@H:30]1[CH2:31][N:11]3[C@H:12]([C:13](=[O:28])[NH:14][C@:15]4([C:25](=[O:26])[NH:64][S:61]([CH:58]5[CH2:60][CH2:59]5)(=[O:63])=[O:62])[CH2:24][C@H:16]4[CH:17]=[CH:18][CH2:19][O:20][CH2:21][CH2:22][CH2:23][C@H:9]([NH:8][C:6]([O:5][C:1]([CH3:3])([CH3:4])[CH3:2])=[O:7])[C:10]3=[O:45])[CH2:29]1)=[O:34])[CH2:36]2. The catalyst is C1(C)C=CC=CC=1.O.